This data is from Forward reaction prediction with 1.9M reactions from USPTO patents (1976-2016). The task is: Predict the product of the given reaction. (1) Given the reactants [CH3:1][O:2][C:3]1[CH:53]=[CH:52][C:6]([CH2:7][N:8]([CH2:43][C:44]2[CH:49]=[CH:48][C:47]([O:50][CH3:51])=[CH:46][CH:45]=2)[C:9]2[CH:14]=[C:13]([CH:15]([CH:21](O[Si](C(C)(C)C)(C)C)[C:22]3[N:23]=[CH:24][N:25]4[C:34]5[C:29](=[CH:30][CH:31]=[CH:32][CH:33]=5)[CH2:28][CH2:27][C:26]=34)[C:16]([O:18][CH2:19][CH3:20])=[O:17])[CH:12]=[CH:11][N:10]=2)=[CH:5][CH:4]=1.C1(C2CCCCCCCCCC=2)CCCCCCCCNN=1, predict the reaction product. The product is: [CH3:1][O:2][C:3]1[CH:4]=[CH:5][C:6]([CH2:7][N:8]([CH2:43][C:44]2[CH:45]=[CH:46][C:47]([O:50][CH3:51])=[CH:48][CH:49]=2)[C:9]2[CH:14]=[C:13](/[C:15](=[CH:21]/[C:22]3[N:23]=[CH:24][N:25]4[C:34]5[C:29](=[CH:30][CH:31]=[CH:32][CH:33]=5)[CH2:28][CH2:27][C:26]=34)/[C:16]([O:18][CH2:19][CH3:20])=[O:17])[CH:12]=[CH:11][N:10]=2)=[CH:52][CH:53]=1. (2) Given the reactants [Cl:1][C:2]1[CH:20]=[CH:19][C:5]2[N:6]=[C:7]([NH:9][C:10]3[CH:18]=[CH:17][C:13]([C:14]([OH:16])=O)=[CH:12][CH:11]=3)[S:8][C:4]=2[CH:3]=1.C(Cl)CCl.C1C=CC2N(O)N=NC=2C=1.[NH:35]([C:37]1[N:47]=[CH:46][CH:45]=[CH:44][C:38]=1[C:39]([O:41][CH2:42][CH3:43])=[O:40])[NH2:36].C(N(CC)CC)C, predict the reaction product. The product is: [Cl:1][C:2]1[CH:20]=[CH:19][C:5]2[N:6]=[C:7]([NH:9][C:10]3[CH:11]=[CH:12][C:13]([C:14]([NH:36][NH:35][C:37]4[N:47]=[CH:46][CH:45]=[CH:44][C:38]=4[C:39]([O:41][CH2:42][CH3:43])=[O:40])=[O:16])=[CH:17][CH:18]=3)[S:8][C:4]=2[CH:3]=1. (3) Given the reactants [NH2:1][CH2:2][CH2:3][N:4]1[CH2:9][CH2:8][CH:7]([CH2:10][OH:11])[CH2:6][CH2:5]1.Cl[C:13]1[C:18]([CH3:19])=[N:17][CH:16]=[CH:15][N:14]=1, predict the reaction product. The product is: [CH3:19][C:18]1[C:13]([NH:1][CH2:2][CH2:3][N:4]2[CH2:5][CH2:6][CH:7]([CH2:10][OH:11])[CH2:8][CH2:9]2)=[N:14][CH:15]=[CH:16][N:17]=1. (4) The product is: [CH3:1][C:3]([C:4]([NH:6][CH2:7][CH2:8][CH2:9][N:12]([CH3:13])[CH3:11])=[O:5])=[CH2:10].[CH3:36][C:34](=[CH:33][C:32](=[O:37])[CH3:1])[O-:35]. Given the reactants [CH:1]([CH:3]1[CH2:10][CH2:9][CH2:8][CH2:7][NH:6][C:4]1=[O:5])=C.[CH3:11][N:12](C)[CH2:13]CCC=C(C)C(N)=O.C(OCCO[C:32](=[O:37])[CH2:33][C:34]([CH3:36])=[O:35])(=O)C(C)=C, predict the reaction product. (5) Given the reactants Br[C:2]1[CH:3]=[C:4]([C:11]#[N:12])[C:5]2[N:6]([CH:8]=[CH:9][N:10]=2)[CH:7]=1.[F:13][C:14]([F:25])([F:24])[C:15]1[CH:20]=[CH:19][C:18](B(O)O)=[CH:17][CH:16]=1, predict the reaction product. The product is: [F:13][C:14]([F:25])([F:24])[C:15]1[CH:20]=[CH:19][C:18]([C:2]2[CH:3]=[C:4]([C:11]#[N:12])[C:5]3[N:6]([CH:8]=[CH:9][N:10]=3)[CH:7]=2)=[CH:17][CH:16]=1. (6) Given the reactants C[Si]([N-][Si](C)(C)C)(C)C.[Na+].[CH2:11]([C:13]1[CH:18]=[C:17]([C:19]2[CH:20]=[N:21][N:22]([CH2:24][C:25]3[CH:30]=[CH:29][C:28]([O:31][CH3:32])=[CH:27][CH:26]=3)[CH:23]=2)[CH:16]=[CH:15][C:14]=1[NH:33][C:34]1[N:39]=[CH:38][C:37]2[N:40]=[CH:41][N:42]([CH3:43])[C:36]=2[CH:35]=1)[CH3:12].I[CH3:45], predict the reaction product. The product is: [CH2:11]([C:13]1[CH:18]=[C:17]([C:19]2[CH:20]=[N:21][N:22]([CH2:24][C:25]3[CH:26]=[CH:27][C:28]([O:31][CH3:32])=[CH:29][CH:30]=3)[CH:23]=2)[CH:16]=[CH:15][C:14]=1[N:33]([CH3:45])[C:34]1[N:39]=[CH:38][C:37]2[N:40]=[CH:41][N:42]([CH3:43])[C:36]=2[CH:35]=1)[CH3:12]. (7) Given the reactants [CH:1]([C:3]1[CH:8]=[CH:7][C:6]([S:9]([C:12]2[CH:17]=[CH:16][CH:15]=[CH:14][C:13]=2[F:18])(=[O:11])=[O:10])=[CH:5][N:4]=1)=[CH2:2].[F:19][C:20]1[CH:25]=[C:24]([F:26])[CH:23]=[CH:22][C:21]=1B(O)O.C(=O)([O-])[O-].[Na+].[Na+], predict the reaction product. The product is: [F:19][C:20]1[CH:25]=[C:24]([F:26])[CH:23]=[CH:22][C:21]=1[CH2:2][CH2:1][C:3]1[CH:8]=[CH:7][C:6]([S:9]([C:12]2[CH:17]=[CH:16][CH:15]=[CH:14][C:13]=2[F:18])(=[O:10])=[O:11])=[CH:5][N:4]=1. (8) Given the reactants [Cl:1][C:2]1[CH:3]=[C:4]2[C:8](=[CH:9][CH:10]=1)[NH:7][CH:6]=[C:5]2[CH2:11][CH2:12][NH:13][C:14](=[O:22])[C:15]1[CH:20]=[CH:19][C:18](I)=[CH:17][CH:16]=1.[F:23][C:24]1[CH:29]=[CH:28][C:27](B(O)O)=[CH:26][CH:25]=1.C(=O)([O-])[O-].[Na+].[Na+], predict the reaction product. The product is: [Cl:1][C:2]1[CH:3]=[C:4]2[C:8](=[CH:9][CH:10]=1)[NH:7][CH:6]=[C:5]2[CH2:11][CH2:12][NH:13][C:14]([C:15]1[CH:20]=[CH:19][C:18]([C:27]2[CH:28]=[CH:29][C:24]([F:23])=[CH:25][CH:26]=2)=[CH:17][CH:16]=1)=[O:22]. (9) Given the reactants [CH:1]([C:3]1[O:7][C:6](B(O)O)=[CH:5][CH:4]=1)=[O:2].[Br:11][C:12]1[CH:17]=[CH:16][C:15]([C:18]([F:24])([F:23])[C:19]([F:22])([F:21])[F:20])=[CH:14][CH:13]=1, predict the reaction product. The product is: [F:23][C:18]([F:24])([C:15]1[CH:14]=[CH:13][C:12]([C@H:6]2[O:7][C@@H:3]([CH2:1][OH:2])[CH2:4][CH2:5]2)=[CH:17][CH:16]=1)[C:19]([F:20])([F:22])[F:21].[Br:11][C:12]1[CH:13]=[CH:14][C:15]([C:18]([F:23])([F:24])[C:19]([F:20])([F:21])[F:22])=[CH:16][CH:17]=1.